This data is from Forward reaction prediction with 1.9M reactions from USPTO patents (1976-2016). The task is: Predict the product of the given reaction. (1) Given the reactants [NH2:1][C:2]1[C:3]([O:14][CH3:15])=[C:4]([CH2:12][OH:13])[CH:5]=[C:6]([C:8]([CH3:11])([CH3:10])[CH3:9])[CH:7]=1.N1C=CN=C1.[CH3:21][Si:22](Cl)([CH3:24])[CH3:23].C(=O)([O-])[O-].[K+].[K+], predict the reaction product. The product is: [C:8]([C:6]1[CH:5]=[C:4]([CH2:12][O:13][Si:22]([CH3:24])([CH3:23])[CH3:21])[C:3]([O:14][CH3:15])=[C:2]([NH2:1])[CH:7]=1)([CH3:11])([CH3:9])[CH3:10]. (2) Given the reactants F[C:2]1[CH:3]=[C:4]2[C:9](=[CH:10][C:11]=1[N+:12]([O-:14])=[O:13])[NH:8][C:7](=[O:15])[N:6]([NH:16][S:17]([CH3:20])(=[O:19])=[O:18])[C:5]2=[O:21].COC1C=C(OC)C=CC=1C[NH2:27], predict the reaction product. The product is: [NH2:27][C:2]1[CH:3]=[C:4]2[C:9](=[CH:10][C:11]=1[N+:12]([O-:14])=[O:13])[NH:8][C:7](=[O:15])[N:6]([NH:16][S:17]([CH3:20])(=[O:19])=[O:18])[C:5]2=[O:21].